From a dataset of Forward reaction prediction with 1.9M reactions from USPTO patents (1976-2016). Predict the product of the given reaction. Given the reactants [CH:1]1([O:6][CH2:7][C:8]2[S:12][C:11]([NH:13][C:14]([C:16]3[CH:32]=[CH:31][C:19]([O:20][C@@H:21]4[CH2:26][CH2:25][C@H:24]([C:27]([O:29]C)=[O:28])[CH2:23][CH2:22]4)=[CH:18][CH:17]=3)=[O:15])=[N:10][N:9]=2)[CH2:5][CH2:4][CH2:3][CH2:2]1.O.[OH-].[Li+].Cl, predict the reaction product. The product is: [CH:1]1([O:6][CH2:7][C:8]2[S:12][C:11]([NH:13][C:14]([C:16]3[CH:32]=[CH:31][C:19]([O:20][C@@H:21]4[CH2:26][CH2:25][C@H:24]([C:27]([OH:29])=[O:28])[CH2:23][CH2:22]4)=[CH:18][CH:17]=3)=[O:15])=[N:10][N:9]=2)[CH2:2][CH2:3][CH2:4][CH2:5]1.